Dataset: Forward reaction prediction with 1.9M reactions from USPTO patents (1976-2016). Task: Predict the product of the given reaction. (1) Given the reactants [O:1]1[CH:5]=[C:4]([NH2:6])[CH:3]=[N:2]1.C([O-])([O-])=O.[Na+].[Na+].C([O-])(O)=O.[Na+].[Br:18][CH2:19][C:20](Br)=[O:21], predict the reaction product. The product is: [Br:18][CH2:19][C:20]([NH:6][C:4]1[CH:3]=[N:2][O:1][CH:5]=1)=[O:21]. (2) Given the reactants [CH2:1]([C:3]1[CH:4]=[C:5]([OH:9])[CH:6]=[CH:7][CH:8]=1)[CH3:2].C(=O)([O-])[O-].[K+].[K+].[CH2:16](Cl)[C:17]1[CH:22]=[CH:21][CH:20]=[CH:19][CH:18]=1, predict the reaction product. The product is: [CH2:1]([C:3]1[CH:8]=[CH:7][CH:6]=[C:5]([O:9][CH2:16][C:17]2[CH:22]=[CH:21][CH:20]=[CH:19][CH:18]=2)[CH:4]=1)[CH3:2]. (3) Given the reactants [NH2:1][C:2]1[CH:7]=[CH:6][C:5]([N:8]2[C:12]([CH3:13])=[CH:11][C:10]([C:14]([N:16]([CH2:21][CH2:22][CH2:23][CH3:24])[CH2:17][CH2:18][CH2:19][CH3:20])=[O:15])=[N:9]2)=[C:4]([C:25]([N:27]2[C@H:36]([CH2:37][O:38][Si:39]([C:42]([CH3:45])([CH3:44])[CH3:43])([CH3:41])[CH3:40])[CH2:35][C:34]3[C:29](=[CH:30][CH:31]=[CH:32][CH:33]=3)[CH2:28]2)=[O:26])[CH:3]=1.CCN(CC)CC.[CH2:53]([N:60]=[C:61]=[O:62])[C:54]1[CH:59]=[CH:58][CH:57]=[CH:56][CH:55]=1, predict the reaction product. The product is: [CH2:53]([NH:60][C:61](=[O:62])[NH:1][C:2]1[CH:7]=[CH:6][C:5]([N:8]2[C:12]([CH3:13])=[CH:11][C:10]([C:14]([N:16]([CH2:21][CH2:22][CH2:23][CH3:24])[CH2:17][CH2:18][CH2:19][CH3:20])=[O:15])=[N:9]2)=[C:4]([C:25]([N:27]2[C@H:36]([CH2:37][O:38][Si:39]([C:42]([CH3:43])([CH3:45])[CH3:44])([CH3:41])[CH3:40])[CH2:35][C:34]3[C:29](=[CH:30][CH:31]=[CH:32][CH:33]=3)[CH2:28]2)=[O:26])[CH:3]=1)[C:54]1[CH:59]=[CH:58][CH:57]=[CH:56][CH:55]=1. (4) Given the reactants [F:1][C:2]1[C:3]([C@@H:9]([NH:11][C:12](=[O:14])C)[CH3:10])=[N:4][CH:5]=[C:6]([F:8])[CH:7]=1.[CH3:15][C:16]([O:19]C(OC([O:19][C:16]([CH3:18])([CH3:17])[CH3:15])=O)=O)([CH3:18])[CH3:17].O.[OH-].[Li+].O, predict the reaction product. The product is: [C:16]([O:19][C:12](=[O:14])[NH:11][C@H:9]([C:3]1[C:2]([F:1])=[CH:7][C:6]([F:8])=[CH:5][N:4]=1)[CH3:10])([CH3:18])([CH3:17])[CH3:15]. (5) Given the reactants [H-].[Na+].[F:3][C:4]([F:8])([F:7])[CH2:5][SH:6].[CH3:9][O:10][C:11](=[O:19])[C:12]1[CH:17]=[CH:16][C:15](Cl)=[N:14][CH:13]=1, predict the reaction product. The product is: [F:3][C:4]([F:8])([F:7])[CH2:5][S:6][C:15]1[N:14]=[CH:13][C:12]([C:11]([O:10][CH3:9])=[O:19])=[CH:17][CH:16]=1.